Dataset: Full USPTO retrosynthesis dataset with 1.9M reactions from patents (1976-2016). Task: Predict the reactants needed to synthesize the given product. Given the product [F:1][C:2]1[CH:3]=[CH:4][C:5]([C:8]2[S:12][N:11]=[N:10][C:9]=2/[CH:13]=[CH:17]/[C:16]([OH:19])=[O:18])=[CH:6][CH:7]=1, predict the reactants needed to synthesize it. The reactants are: [F:1][C:2]1[CH:7]=[CH:6][C:5]([C:8]2[S:12][N:11]=[N:10][C:9]=2[CH2:13]O)=[CH:4][CH:3]=1.Cl.[C:16]([OH:19])(=[O:18])[CH3:17].